The task is: Predict the product of the given reaction.. This data is from Forward reaction prediction with 1.9M reactions from USPTO patents (1976-2016). (1) The product is: [C:1]([O:5][C:6]([N:8]1[C@@H:12]([CH2:13][C:14]2[CH:15]=[CH:16][C:17]([O:20][C:33]3[CH:34]=[CH:35][C:30]([CH2:23][C:24]4[CH:29]=[CH:28][CH:27]=[CH:26][CH:25]=4)=[CH:31][CH:32]=3)=[CH:18][CH:19]=2)[CH2:11][O:10][C:9]1([CH3:22])[CH3:21])=[O:7])([CH3:4])([CH3:2])[CH3:3]. Given the reactants [C:1]([O:5][C:6]([N:8]1[C@@H:12]([CH2:13][C:14]2[CH:19]=[CH:18][C:17]([OH:20])=[CH:16][CH:15]=2)[CH2:11][O:10][C:9]1([CH3:22])[CH3:21])=[O:7])([CH3:4])([CH3:3])[CH3:2].[CH2:23]([C:30]1[CH:35]=[CH:34][C:33](I)=[CH:32][CH:31]=1)[C:24]1[CH:29]=[CH:28][CH:27]=[CH:26][CH:25]=1.CN(C)CC(O)=O.C(=O)([O-])[O-].[Cs+].[Cs+], predict the reaction product. (2) Given the reactants C(O)(C(F)(F)F)=O.[Br:8][C:9]1[C:10]([N:27]2[CH2:32][CH2:31][N:30](C(OC(C)(C)C)=O)[CH2:29][CH2:28]2)=[C:11]2[CH:17]=[N:16][N:15](CC3C=CC(OC)=CC=3)[C:12]2=[N:13][CH:14]=1.C(Cl)[Cl:41], predict the reaction product. The product is: [ClH:41].[ClH:41].[Br:8][C:9]1[C:10]([N:27]2[CH2:28][CH2:29][NH:30][CH2:31][CH2:32]2)=[C:11]2[CH:17]=[N:16][NH:15][C:12]2=[N:13][CH:14]=1. (3) The product is: [BrH:12].[Br:12][CH:9]([CH3:10])[C:8]([C:5]1[CH:6]=[N:7][C:2]([F:1])=[CH:3][CH:4]=1)=[O:11]. Given the reactants [F:1][C:2]1[N:7]=[CH:6][C:5]([C:8](=[O:11])[CH2:9][CH3:10])=[CH:4][CH:3]=1.[BrH:12].BrBr, predict the reaction product. (4) Given the reactants ClC1C=C(C=CC=1)C(OO)=[O:6].[Cl:12][C:13]1[S:17][C:16]([C:18]2[N:19]=[C:20]([O:27][C:28]3[CH:33]=[CH:32][C:31]([CH2:34][C:35]([O:37][CH3:38])=[O:36])=[CH:30][CH:29]=3)[C:21]3[CH2:26][S:25][CH2:24][C:22]=3[N:23]=2)=[CH:15][CH:14]=1.C(=O)([O-])O.[Na+], predict the reaction product. The product is: [Cl:12][C:13]1[S:17][C:16]([C:18]2[N:19]=[C:20]([O:27][C:28]3[CH:33]=[CH:32][C:31]([CH2:34][C:35]([O:37][CH3:38])=[O:36])=[CH:30][CH:29]=3)[C:21]3[CH2:26][S:25](=[O:6])[CH2:24][C:22]=3[N:23]=2)=[CH:15][CH:14]=1. (5) Given the reactants [F:1][C:2]1[CH:7]=[CH:6][C:5]([CH2:8][N+:9]([O-:11])=[O:10])=[CH:4][CH:3]=1.[CH3:12][CH:13]([CH3:16])[CH:14]=[O:15].N12CCCNC1=NCCC2, predict the reaction product. The product is: [F:1][C:2]1[CH:3]=[CH:4][C:5]([CH:8]([N+:9]([O-:11])=[O:10])[CH:14]([OH:15])[CH:13]([CH3:16])[CH3:12])=[CH:6][CH:7]=1. (6) Given the reactants CC[O-].[Na+].[CH:5]([O:8][C:9]1[CH:14]=[CH:13][C:12]([N+:15]([O-:17])=[O:16])=[C:11]([CH3:18])[CH:10]=1)([CH3:7])[CH3:6].C(OCC)(=O)[C:20]([O:22]CC)=[O:21].[OH-].[Na+], predict the reaction product. The product is: [CH:5]([O:8][C:9]1[CH:14]=[CH:13][C:12]([N+:15]([O-:17])=[O:16])=[C:11]([CH2:18][C:20]([OH:22])=[O:21])[CH:10]=1)([CH3:7])[CH3:6].